From a dataset of Full USPTO retrosynthesis dataset with 1.9M reactions from patents (1976-2016). Predict the reactants needed to synthesize the given product. (1) Given the product [NH2:2][C:3]1[C:12]2[C:7](=[CH:8][C:9]([CH2:18][C@@H:19]([N:23]3[CH2:27][CH2:26][C@H:25]([NH:28][S:29]([C:32]4[S:36][C:35]([N:37]5[CH2:41][CH2:40][CH2:39][CH2:38]5)=[N:34][CH:33]=4)(=[O:31])=[O:30])[C:24]3=[O:42])[C:20]([O:22][CH2:51][O:50][C:49]([O:53][CH:54]3[CH2:59][CH2:58][CH2:57][CH2:56][CH2:55]3)=[O:60])=[O:21])=[C:10]([O:13][C:14]([F:15])([F:17])[F:16])[CH:11]=2)[CH:6]=[CH:5][N:4]=1, predict the reactants needed to synthesize it. The reactants are: Cl.[NH2:2][C:3]1[C:12]2[C:7](=[CH:8][C:9]([CH2:18][C@@H:19]([N:23]3[CH2:27][CH2:26][C@H:25]([NH:28][S:29]([C:32]4[S:36][C:35]([N:37]5[CH2:41][CH2:40][CH2:39][CH2:38]5)=[N:34][CH:33]=4)(=[O:31])=[O:30])[C:24]3=[O:42])[C:20]([OH:22])=[O:21])=[C:10]([O:13][C:14]([F:17])([F:16])[F:15])[CH:11]=2)[CH:6]=[CH:5][N:4]=1.C(=O)([O-])[O-].[K+].[K+].[C:49](=[O:60])([O:53][CH:54]1[CH2:59][CH2:58][CH2:57][CH2:56][CH2:55]1)[O:50][CH2:51]Cl.[I-].[K+]. (2) Given the product [Cl:1][C:2]1[C:3]([CH3:11])=[C:4]([B:8]2[O:10][C:15]([CH3:18])([CH3:16])[C:13]([CH3:14])([CH3:12])[O:9]2)[CH:5]=[CH:6][CH:7]=1, predict the reactants needed to synthesize it. The reactants are: [Cl:1][C:2]1[C:3]([CH3:11])=[C:4]([B:8]([OH:10])[OH:9])[CH:5]=[CH:6][CH:7]=1.[CH3:12][C:13](O)([C:15]([CH3:18])(O)[CH3:16])[CH3:14]. (3) Given the product [OH:9][CH2:10][CH2:11][O:12][C:13]1[CH:18]=[CH:17][N:16]=[C:15]([NH:19][C:20]2[CH:21]=[C:22]([C:27]3[CH:28]=[N:29][N:30]([CH2:32][CH2:33][C:34]([NH2:36])=[O:35])[CH:31]=3)[CH:23]=[C:24]([CH3:26])[CH:25]=2)[N:14]=1, predict the reactants needed to synthesize it. The reactants are: Cl.[Si]([O:9][CH2:10][CH2:11][O:12][C:13]1[CH:18]=[CH:17][N:16]=[C:15]([NH:19][C:20]2[CH:21]=[C:22]([C:27]3[CH:28]=[N:29][N:30]([CH2:32][CH2:33][C:34]([NH2:36])=[O:35])[CH:31]=3)[CH:23]=[C:24]([CH3:26])[CH:25]=2)[N:14]=1)(C(C)(C)C)(C)C.